This data is from Full USPTO retrosynthesis dataset with 1.9M reactions from patents (1976-2016). The task is: Predict the reactants needed to synthesize the given product. Given the product [C:1]([C:4]1[C:12]2[C:7](=[CH:8][CH:9]=[C:10]([O:13][C:14]3[N:15]=[CH:16][C:17]([Br:20])=[CH:18][N:19]=3)[CH:11]=2)[N:6]([CH2:21][C:22]([N:43]2[CH2:44][C@H:45]([F:47])[CH2:46][C@H:42]2[C:40]([NH:39][C:35]2[C:34]([F:48])=[C:33]([C:28]3[CH:29]=[CH:30][CH:31]=[CH:32][C:27]=3[Cl:26])[CH:38]=[CH:37][CH:36]=2)=[O:41])=[O:24])[CH:5]=1)(=[O:3])[CH3:2], predict the reactants needed to synthesize it. The reactants are: [C:1]([C:4]1[C:12]2[C:7](=[CH:8][CH:9]=[C:10]([O:13][C:14]3[N:19]=[CH:18][C:17]([Br:20])=[CH:16][N:15]=3)[CH:11]=2)[N:6]([CH2:21][C:22]([OH:24])=O)[CH:5]=1)(=[O:3])[CH3:2].Cl.[Cl:26][C:27]1[CH:32]=[CH:31][CH:30]=[CH:29][C:28]=1[C:33]1[CH:38]=[CH:37][CH:36]=[C:35]([NH:39][C:40]([C@@H:42]2[CH2:46][C@@H:45]([F:47])[CH2:44][NH:43]2)=[O:41])[C:34]=1[F:48].CN(C(ON1N=NC2C=CC=NC1=2)=[N+](C)C)C.F[P-](F)(F)(F)(F)F.CCN(C(C)C)C(C)C.